Dataset: Forward reaction prediction with 1.9M reactions from USPTO patents (1976-2016). Task: Predict the product of the given reaction. Given the reactants Br[C:2]1[CH:3]([C:14]2[CH:19]=[CH:18][C:17]([O:20][CH2:21][CH2:22][N:23]3[CH2:26][CH:25]([CH2:27][F:28])[CH2:24]3)=[CH:16][CH:15]=2)[O:4][C:5]2[C:10]([C:11]=1[CH3:12])=[CH:9][C:8]([OH:13])=[CH:7][CH:6]=2.[OH:29][CH2:30][C:31]1[CH:32]=[C:33](B(O)O)[CH:34]=[CH:35][CH:36]=1, predict the reaction product. The product is: [F:28][CH2:27][CH:25]1[CH2:24][N:23]([CH2:22][CH2:21][O:20][C:17]2[CH:16]=[CH:15][C:14]([CH:3]3[C:2]([C:35]4[CH:34]=[CH:33][CH:32]=[C:31]([CH2:30][OH:29])[CH:36]=4)=[C:11]([CH3:12])[C:10]4[C:5](=[CH:6][CH:7]=[C:8]([OH:13])[CH:9]=4)[O:4]3)=[CH:19][CH:18]=2)[CH2:26]1.